Dataset: Forward reaction prediction with 1.9M reactions from USPTO patents (1976-2016). Task: Predict the product of the given reaction. (1) Given the reactants [CH3:1][O:2][C:3]1[CH:8]=[CH:7][C:6]([C@H:9]2[CH2:14][C@H:13]([CH2:15][C@H:16]([S:18][CH3:19])[CH3:17])[NH:12][CH2:11][C@@H:10]2[O:20][CH:21]([C:32]2[CH:33]=[CH:34][C:35]3[O:40][CH2:39][CH2:38][N:37]([CH2:41][CH2:42][CH2:43][O:44][CH3:45])[C:36]=3[CH:46]=2)S(C2C=CC(C)=CC=2)(=O)=O)=[CH:5][CH:4]=1.C1C2C(=CC=CC=2)C=CC=1.[Na], predict the reaction product. The product is: [CH3:1][O:2][C:3]1[CH:8]=[CH:7][C:6]([C@H:9]2[CH2:14][C@H:13]([CH2:15][C@H:16]([S:18][CH3:19])[CH3:17])[NH:12][CH2:11][C@@H:10]2[O:20][CH2:21][C:32]2[CH:33]=[CH:34][C:35]3[O:40][CH2:39][CH2:38][N:37]([CH2:41][CH2:42][CH2:43][O:44][CH3:45])[C:36]=3[CH:46]=2)=[CH:5][CH:4]=1. (2) The product is: [Br:1][C:2]1[CH:3]=[C:4]([CH:8]([NH:12][C:13](=[O:19])[O:14][C:15]([CH3:18])([CH3:17])[CH3:16])[CH2:9][CH2:10][F:20])[CH:5]=[CH:6][CH:7]=1. Given the reactants [Br:1][C:2]1[CH:3]=[C:4]([CH:8]([NH:12][C:13](=[O:19])[O:14][C:15]([CH3:18])([CH3:17])[CH3:16])[CH2:9][CH2:10]O)[CH:5]=[CH:6][CH:7]=1.[F:20]C(F)(S(F)(=O)=O)C(F)(F)C(F)(F)C(F)(F)F.F.F.F.C(N(C(C)C)CC)(C)C.C(N(C(C)C)CC)(C)C, predict the reaction product.